From a dataset of Full USPTO retrosynthesis dataset with 1.9M reactions from patents (1976-2016). Predict the reactants needed to synthesize the given product. (1) Given the product [NH2:31][C@H:27]([C:13]1[CH:14]=[CH:15][C:16]([OH:19])=[CH:17][CH:18]=1)[C:28]([NH:20][CH2:21][CH2:22][S:23]([OH:26])(=[O:25])=[O:24])=[O:51], predict the reactants needed to synthesize it. The reactants are: C(N([C:13]1[CH:18]=[CH:17][C:16]([OH:19])=[CH:15][CH:14]=1)CC(O)=O)(OC(C)(C)C)=O.[NH2:20][CH2:21][CH2:22][S:23]([OH:26])(=[O:25])=[O:24].[CH2:27]([N+:31](CCCC)(CCCC)CCCC)[CH2:28]CC.CN(C([O:51]N1N=NC2C=CC=CC1=2)=[N+](C)C)C.[B-](F)(F)(F)F. (2) Given the product [Cl:14][C:15]1[N:16]=[N:17][C:18]([O:8][CH:6]2[CH2:5][C:4]([CH3:10])([CH3:9])[NH:3][C:2]([CH3:11])([CH3:1])[CH2:7]2)=[CH:19][CH:20]=1, predict the reactants needed to synthesize it. The reactants are: [CH3:1][C:2]1([CH3:11])[CH2:7][CH:6]([OH:8])[CH2:5][C:4]([CH3:10])([CH3:9])[NH:3]1.[H-].[Na+].[Cl:14][C:15]1[N:16]=[N:17][C:18](Cl)=[CH:19][CH:20]=1. (3) Given the product [Si:12]([O:19][CH:20]1[CH2:23][N:22]([CH2:24][C@H:25]([OH:30])[C:26]([NH:11][C:9]2[S:10][C:6]([CH3:5])=[CH:7][N:8]=2)=[O:27])[CH2:21]1)([C:15]([CH3:18])([CH3:17])[CH3:16])([CH3:14])[CH3:13], predict the reactants needed to synthesize it. The reactants are: C[Al](C)C.[CH3:5][C:6]1[S:10][C:9]([NH2:11])=[N:8][CH:7]=1.[Si:12]([O:19][CH:20]1[CH2:23][N:22]([CH2:24][C@H:25]([OH:30])[C:26](OC)=[O:27])[CH2:21]1)([C:15]([CH3:18])([CH3:17])[CH3:16])([CH3:14])[CH3:13]. (4) Given the product [CH3:1][O:2][C:3]1[CH:8]=[C:7]([O:9][C:10]2[CH:15]=[CH:14][C:13]([NH:16][C:29](=[O:30])[CH2:28][O:27][C:26]3[CH:25]=[C:24]([CH:34]=[CH:33][CH:32]=3)[C:22]([O:21][CH3:20])=[O:23])=[C:12]([NH:17][CH3:18])[CH:11]=2)[CH:6]=[C:5]([CH3:19])[N:4]=1, predict the reactants needed to synthesize it. The reactants are: [CH3:1][O:2][C:3]1[CH:8]=[C:7]([O:9][C:10]2[CH:11]=[C:12]([NH:17][CH3:18])[C:13]([NH2:16])=[CH:14][CH:15]=2)[CH:6]=[C:5]([CH3:19])[N:4]=1.[CH3:20][O:21][C:22]([C:24]1[CH:25]=[C:26]([CH:32]=[CH:33][CH:34]=1)[O:27][CH2:28][C:29](O)=[O:30])=[O:23].C(N(CC)CC)C.C(Cl)(=O)C(C)(C)C. (5) The reactants are: [Br:1][C:2]1[CH:3]=[CH:4][C:5]([OH:13])=[C:6]([C:8](=O)[CH:9]([CH3:11])[CH3:10])[CH:7]=1.[NH2:14]O.C(OC(=O)C)(=O)C.C(=O)([O-])[O-].[Cs+].[Cs+]. Given the product [Br:1][C:2]1[CH:3]=[CH:4][C:5]2[O:13][N:14]=[C:8]([CH:9]([CH3:11])[CH3:10])[C:6]=2[CH:7]=1, predict the reactants needed to synthesize it. (6) Given the product [C:16]([C:20]1[CH:29]=[CH:28][C:23]([CH2:24][NH:25][C:26](=[O:27])[NH:7][CH2:6][C:5]2[CH:8]=[CH:9][C:10]([NH:11][S:12]([CH3:15])(=[O:14])=[O:13])=[C:3]([F:2])[CH:4]=2)=[CH:22][CH:21]=1)([CH3:19])([CH3:17])[CH3:18], predict the reactants needed to synthesize it. The reactants are: Cl.[F:2][C:3]1[CH:4]=[C:5]([CH:8]=[CH:9][C:10]=1[NH:11][S:12]([CH3:15])(=[O:14])=[O:13])[CH2:6][NH2:7].[C:16]([C:20]1[CH:29]=[CH:28][C:23]([CH2:24][N:25]=[C:26]=[O:27])=[CH:22][CH:21]=1)([CH3:19])([CH3:18])[CH3:17]. (7) Given the product [NH2:1][C:2]1[N:3]=[CH:4][C:5]([C:8]2[N:9]=[C:10]([N:27]3[CH2:32][CH2:31][O:30][CH2:29][CH2:28]3)[C:11]3[S:16][C:15]([C:17]4[CH:25]=[CH:24][C:20]([C:21]([N:37]5[CH2:38][CH2:39][CH:34]([OH:33])[CH2:35][CH2:36]5)=[O:22])=[CH:19][C:18]=4[CH3:26])=[CH:14][C:12]=3[N:13]=2)=[CH:6][N:7]=1, predict the reactants needed to synthesize it. The reactants are: [NH2:1][C:2]1[N:7]=[CH:6][C:5]([C:8]2[N:9]=[C:10]([N:27]3[CH2:32][CH2:31][O:30][CH2:29][CH2:28]3)[C:11]3[S:16][C:15]([C:17]4[CH:25]=[CH:24][C:20]([C:21](O)=[O:22])=[CH:19][C:18]=4[CH3:26])=[CH:14][C:12]=3[N:13]=2)=[CH:4][N:3]=1.[OH:33][CH:34]1[CH2:39][CH2:38][NH:37][CH2:36][CH2:35]1. (8) Given the product [F:43][C:11]1[C:10]([NH:9][C:7](=[O:8])[C:6]2[CH:32]=[CH:33][C:3]([O:2][CH3:1])=[CH:4][CH:5]=2)=[CH:30][CH:29]=[CH:28][C:12]=1[CH2:13][NH:14][C:15]1[C:24]2[C:19](=[C:20]([C:25]([NH2:27])=[O:26])[CH:21]=[CH:22][CH:23]=2)[N:18]=[CH:17][N:16]=1, predict the reactants needed to synthesize it. The reactants are: [CH3:1][O:2][C:3]1[CH:33]=[CH:32][C:6]([C:7]([N:9](C)[C:10]2[CH:11]=[C:12]([CH:28]=[CH:29][CH:30]=2)[CH2:13][NH:14][C:15]2[C:24]3[C:19](=[C:20]([C:25]([NH2:27])=[O:26])[CH:21]=[CH:22][CH:23]=3)[N:18]=[CH:17][N:16]=2)=[O:8])=[CH:5][CH:4]=1.NC1C([F:43])=C(C=CC=1)C#N.COC1C=CC(C(O)=O)=CC=1. (9) Given the product [OH:28][CH2:29][C:30]1[N:34]([CH:35]2[C:44]3[C:39](=[CH:40][CH:41]=[CH:42][CH:43]=3)[N:38]([C:45](=[O:53])[CH2:46][C:47]3[CH:52]=[CH:51][CH:50]=[CH:49][CH:48]=3)[CH2:37][C:36]2([CH3:55])[CH3:54])[CH:33]=[N:32][CH:31]=1, predict the reactants needed to synthesize it. The reactants are: CC(O)=O.CCCC[N+](CCCC)(CCCC)CCCC.[F-].C([SiH2][O:28][C:29](C1C=CC=CC=1)(C1C=CC=CC=1)[C:30]1[N:34]([CH:35]2[C:44]3[C:39](=[CH:40][CH:41]=[CH:42][CH:43]=3)[N:38]([C:45](=[O:53])[CH2:46][C:47]3[CH:52]=[CH:51][CH:50]=[CH:49][CH:48]=3)[CH2:37][C:36]2([CH3:55])[CH3:54])[CH:33]=[N:32][CH:31]=1)(C)(C)C.C([O-])(O)=O.[Na+].